From a dataset of Full USPTO retrosynthesis dataset with 1.9M reactions from patents (1976-2016). Predict the reactants needed to synthesize the given product. (1) Given the product [CH3:35][O:36][C:37]([C:39]1[CH:48]=[C:47]([OH:49])[C:46]2[C:41](=[C:42]([C:65]#[N:66])[CH:43]=[C:44]([CH2:57][CH2:58][C:59]3[CH:64]=[CH:63][CH:62]=[CH:61][CH:60]=3)[CH:45]=2)[N:40]=1)=[O:38], predict the reactants needed to synthesize it. The reactants are: COC(C1C=C(O)C2C(=C(OCC3C=CC=CC=3)C=C(C#CCOCC3C=CC=CC=3)C=2)N=1)=O.[CH3:35][O:36][C:37]([C:39]1[CH:48]=[C:47]([O:49]CC2C=CC=CC=2)[C:46]2[C:41](=[C:42]([C:65]#[N:66])[CH:43]=[C:44]([C:57]#[C:58][C:59]3[CH:64]=[CH:63][CH:62]=[CH:61][CH:60]=3)[CH:45]=2)[N:40]=1)=[O:38]. (2) Given the product [NH:14]1[C:15]2[CH:20]=[CH:19][CH:18]=[CH:17][C:16]=2[N:12]=[C:13]1[C:21]1[C:29]2[C:24](=[CH:25][CH:26]=[C:27]([NH:30][C:10]([NH:9][C:3]3[CH:4]=[CH:5][C:6]([F:8])=[CH:7][C:2]=3[F:1])=[O:11])[CH:28]=2)[N:23]([CH:31]2[CH2:36][CH2:35][CH2:34][CH2:33][O:32]2)[N:22]=1, predict the reactants needed to synthesize it. The reactants are: [F:1][C:2]1[CH:7]=[C:6]([F:8])[CH:5]=[CH:4][C:3]=1[N:9]=[C:10]=[O:11].[NH:12]1[C:16]2[CH:17]=[CH:18][CH:19]=[CH:20][C:15]=2[N:14]=[C:13]1[C:21]1[C:29]2[C:24](=[CH:25][CH:26]=[C:27]([NH2:30])[CH:28]=2)[N:23]([CH:31]2[CH2:36][CH2:35][CH2:34][CH2:33][O:32]2)[N:22]=1.N1C=CC=CC=1. (3) Given the product [CH:17]1([C:10]2[C:9]3[N:8]=[C:6]([CH2:5][NH:4][C:1](=[O:3])[CH3:2])[NH:16][C:14](=[O:15])[C:13]=3[NH:12][N:11]=2)[CH2:21][CH2:20][CH2:19][CH2:18]1, predict the reactants needed to synthesize it. The reactants are: [C:1]([NH:4][CH2:5][C:6]([NH:8][C:9]1[C:10]([CH:17]2[CH2:21][CH2:20][CH2:19][CH2:18]2)=[N:11][NH:12][C:13]=1[C:14]([NH2:16])=[O:15])=O)(=[O:3])[CH3:2].CC(C)([O-])C.[K+]. (4) Given the product [Cl:29][C:30]1[CH:35]=[C:34]([Cl:36])[CH:33]=[CH:32][C:31]=1[C@H:37]([NH:39][C:3]1[CH:4]=[C:5]([N:8]2[CH2:13][CH2:12][N:11]([C:14]([O:16][C:17]([CH3:20])([CH3:19])[CH3:18])=[O:15])[CH2:10][CH2:9]2)[CH:6]=[CH:7][C:2]=1[F:1])[CH3:38], predict the reactants needed to synthesize it. The reactants are: [F:1][C:2]1[CH:7]=[CH:6][C:5]([N:8]2[CH2:13][CH2:12][N:11]([C:14]([O:16][C:17]([CH3:20])([CH3:19])[CH3:18])=[O:15])[CH2:10][CH2:9]2)=[CH:4][C:3]=1OS(C(F)(F)F)(=O)=O.[Cl:29][C:30]1[CH:35]=[C:34]([Cl:36])[CH:33]=[CH:32][C:31]=1[C@H:37]([NH2:39])[CH3:38].CC(P(C(C)(C)C)C1C(C2C(N(C)C)=CC=CC=2)=CC=CC=1)(C)C.C([O-])([O-])=O.[Cs+].[Cs+]. (5) Given the product [CH2:35]([O:37][C:38](=[O:49])[C:39]([C:42]1[CH:47]=[CH:46][C:45]([C:21]2[CH:22]=[CH:23][C:18]([C:17]3[O:16][N:15]=[C:14]([CH3:33])[C:13]=3[NH:12][C:11]([O:10][CH:8]([C:3]3[CH:4]=[CH:5][CH:6]=[CH:7][C:2]=3[Cl:1])[CH3:9])=[O:34])=[CH:19][CH:20]=2)=[CH:44][CH:43]=1)([CH3:41])[CH3:40])[CH3:36], predict the reactants needed to synthesize it. The reactants are: [Cl:1][C:2]1[CH:7]=[CH:6][CH:5]=[CH:4][C:3]=1[CH:8]([O:10][C:11](=[O:34])[NH:12][C:13]1[C:14]([CH3:33])=[N:15][O:16][C:17]=1[C:18]1[CH:23]=[CH:22][C:21](B2OC(C)(C)C(C)(C)O2)=[CH:20][CH:19]=1)[CH3:9].[CH2:35]([O:37][C:38](=[O:49])[C:39]([C:42]1[CH:47]=[CH:46][C:45](Br)=[CH:44][CH:43]=1)([CH3:41])[CH3:40])[CH3:36].